Dataset: Peptide-MHC class I binding affinity with 185,985 pairs from IEDB/IMGT. Task: Regression. Given a peptide amino acid sequence and an MHC pseudo amino acid sequence, predict their binding affinity value. This is MHC class I binding data. (1) The peptide sequence is HPNPKGFCDL. The MHC is HLA-B35:01 with pseudo-sequence HLA-B35:01. The binding affinity (normalized) is 0.469. (2) The peptide sequence is SRPSGDLRQ. The MHC is HLA-B27:05 with pseudo-sequence HLA-B27:05. The binding affinity (normalized) is 0.0140. (3) The peptide sequence is LTMVAGAVW. The MHC is HLA-A11:01 with pseudo-sequence HLA-A11:01. The binding affinity (normalized) is 0.213. (4) The peptide sequence is LKYAGLTI. The MHC is H-2-Kb with pseudo-sequence H-2-Kb. The binding affinity (normalized) is 0.503. (5) The MHC is HLA-A30:01 with pseudo-sequence HLA-A30:01. The binding affinity (normalized) is 0.936. The peptide sequence is KLKSLYNTV. (6) The peptide sequence is LLYQTFGRK. The MHC is HLA-A02:02 with pseudo-sequence HLA-A02:02. The binding affinity (normalized) is 0.177.